Dataset: Forward reaction prediction with 1.9M reactions from USPTO patents (1976-2016). Task: Predict the product of the given reaction. (1) Given the reactants N(OC(C)(C)C)=O.N[C:9]1[S:10][C:11]([C:20]([O:22][CH2:23][CH3:24])=[O:21])=[C:12]([C:14]2[N:18]([CH3:19])[N:17]=[CH:16][N:15]=2)[N:13]=1.[ClH:25], predict the reaction product. The product is: [Cl:25][C:9]1[S:10][C:11]([C:20]([O:22][CH2:23][CH3:24])=[O:21])=[C:12]([C:14]2[N:18]([CH3:19])[N:17]=[CH:16][N:15]=2)[N:13]=1. (2) The product is: [Br:19][C:3]1[CH:4]=[C:5]2[C:10](=[CH:11][C:2]=1[F:1])[O:9][CH2:8][CH2:7][CH2:6]2. Given the reactants [F:1][C:2]1[CH:11]=[C:10]2[C:5]([CH2:6][CH2:7][CH2:8][O:9]2)=[CH:4][CH:3]=1.C1C(=O)N([Br:19])C(=O)C1, predict the reaction product. (3) Given the reactants [CH3:1][C:2]1([C:7]2[CH:12]=[CH:11][C:10]([C:13]3[N:33]([CH2:34][O:35][CH2:36][CH2:37][Si:38]([CH3:41])([CH3:40])[CH3:39])[C:16]4=[N:17][CH:18]=[C:19]([N:21]([CH2:29][C:30]([CH3:32])=C)[C:22](=[O:28])[O:23][C:24]([CH3:27])([CH3:26])[CH3:25])[N:20]=[C:15]4[CH:14]=3)=[CH:9][CH:8]=2)[O:6][CH2:5][CH2:4][O:3]1.CC[O:44]C(C)=O.CC(C)=O, predict the reaction product. The product is: [CH3:1][C:2]1([C:7]2[CH:8]=[CH:9][C:10]([C:13]3[N:33]([CH2:34][O:35][CH2:36][CH2:37][Si:38]([CH3:40])([CH3:39])[CH3:41])[C:16]4=[N:17][CH:18]=[C:19]([N:21]([CH2:29][C:30](=[O:44])[CH3:32])[C:22](=[O:28])[O:23][C:24]([CH3:26])([CH3:25])[CH3:27])[N:20]=[C:15]4[CH:14]=3)=[CH:11][CH:12]=2)[O:6][CH2:5][CH2:4][O:3]1. (4) The product is: [O:26]1[CH2:27][CH2:28][N:23]([C:5]2[C:6]3[N:7]([CH:8]=[C:9]([CH2:11][O:12][C:13]4[CH:22]=[CH:21][C:20]5[C:15](=[CH:16][CH:17]=[CH:18][CH:19]=5)[N:14]=4)[N:10]=3)[C:2]([C:45]3[CH:46]=[CH:47][C:42]([N:39]4[CH2:40][CH2:41][N:36]([C:29]([O:31][C:32]([CH3:35])([CH3:34])[CH3:33])=[O:30])[CH2:37][CH2:38]4)=[N:43][CH:44]=3)=[CH:3][N:4]=2)[CH2:24][CH2:25]1. Given the reactants Br[C:2]1[N:7]2[CH:8]=[C:9]([CH2:11][O:12][C:13]3[CH:22]=[CH:21][C:20]4[C:15](=[CH:16][CH:17]=[CH:18][CH:19]=4)[N:14]=3)[N:10]=[C:6]2[C:5]([N:23]2[CH2:28][CH2:27][O:26][CH2:25][CH2:24]2)=[N:4][CH:3]=1.[C:29]([N:36]1[CH2:41][CH2:40][N:39]([C:42]2[CH:47]=[CH:46][C:45](B3OC(C)(C)C(C)(C)O3)=[CH:44][N:43]=2)[CH2:38][CH2:37]1)([O:31][C:32]([CH3:35])([CH3:34])[CH3:33])=[O:30], predict the reaction product. (5) Given the reactants C(OC(=O)[NH:7][C:8]1[CH:13]=[CH:12][C:11](/[N:14]=[C:15]2/[C:16]([Cl:20])=[N:17][S:18][S:19]/2)=[C:10]([Br:21])[C:9]=1[C:22]#[N:23])(C)(C)C.C(OC(OC(C)(C)C)=O)(OC(C)(C)C)=O, predict the reaction product. The product is: [NH2:7][C:8]1[C:9]([C:22]#[N:23])=[C:10]([Br:21])[C:11](/[N:14]=[C:15]2/[C:16]([Cl:20])=[N:17][S:18][S:19]/2)=[CH:12][CH:13]=1. (6) Given the reactants C(N1C=CN=C1)(N1C=CN=C1)=O.[OH:13][C:14]1[CH:22]=[CH:21][C:17]([C:18]([OH:20])=O)=[CH:16][CH:15]=1.[Cl:23][C:24]1[C:29]([Cl:30])=[CH:28][CH:27]=[CH:26][C:25]=1[N:31]1[CH2:36][CH2:35][N:34]([CH2:37][CH:38]=[CH:39][CH2:40][NH2:41])[CH2:33][CH2:32]1.C(Cl)(Cl)Cl, predict the reaction product. The product is: [Cl:23][C:24]1[C:29]([Cl:30])=[CH:28][CH:27]=[CH:26][C:25]=1[N:31]1[CH2:32][CH2:33][N:34]([CH2:37][CH:38]=[CH:39][CH2:40][NH:41][C:18](=[O:20])[C:17]2[CH:16]=[CH:15][C:14]([OH:13])=[CH:22][CH:21]=2)[CH2:35][CH2:36]1.